From a dataset of Catalyst prediction with 721,799 reactions and 888 catalyst types from USPTO. Predict which catalyst facilitates the given reaction. (1) Reactant: [C:1]([NH:4][CH2:5][CH2:6][C:7]1[CH:12]=[CH:11][CH:10]=[CH:9][CH:8]=1)(=[O:3])[CH3:2].[H-].[Na+].[CH2:15](I)[CH2:16][CH2:17][CH2:18][CH3:19]. Product: [CH2:15]([N:4]([CH2:5][CH2:6][C:7]1[CH:12]=[CH:11][CH:10]=[CH:9][CH:8]=1)[C:1](=[O:3])[CH3:2])[CH2:16][CH2:17][CH2:18][CH3:19]. The catalyst class is: 1. (2) Reactant: Br[C:2]1[CH:3]=[CH:4][C:5]2[C:6]3[C:7]4[CH:26]=[CH:25][CH:24]=[CH:23][C:8]=4[CH:9]=[C:10]([C:17]4[CH:22]=[CH:21][CH:20]=[CH:19][CH:18]=4)[C:11]=3[C:12]([CH3:16])([CH3:15])[C:13]=2[CH:14]=1.[CH3:27][C:28]1[CH:29]=[CH:30][C:31]([NH2:34])=[CH:32][CH:33]=1.[C:44](P([C:44]([CH3:47])([CH3:46])[CH3:45])[C:44]([CH3:47])([CH3:46])[CH3:45])([CH3:47])([CH3:46])[CH3:45].[CH3:48][C:49]([CH3:52])([O-])[CH3:50].[Na+]. Product: [CH3:47][C:44]1([CH3:45])[C:46]2[C:9]([C:8]3[CH:23]=[CH:24][CH:25]=[CH:26][CH:7]=3)=[CH:50][C:49]3[CH:52]=[CH:17][CH:10]=[CH:11][C:48]=3[C:27]=2[C:28]2[CH:33]=[CH:32][C:31]([N:34]([C:2]3[CH:3]=[CH:4][C:5]4[C:6]5[C:7]6[CH:26]=[CH:25][CH:24]=[CH:23][C:8]=6[CH:9]=[C:10]([C:17]6[CH:22]=[CH:21][CH:20]=[CH:19][CH:18]=6)[C:11]=5[C:12]([CH3:16])([CH3:15])[C:13]=4[CH:14]=3)[C:2]3[CH:3]=[CH:4][C:5]([CH3:6])=[CH:13][CH:14]=3)=[CH:30][C:29]1=2. The catalyst class is: 164. (3) The catalyst class is: 8. Product: [ClH:6].[CH2:7]([O:9][C:1](=[NH:5])[CH:2]([OH:3])[CH3:4])[CH3:8]. Reactant: [C:1](#[N:5])[CH:2]([CH3:4])[OH:3].[ClH:6].[CH2:7]([O:9]CC)[CH3:8]. (4) Reactant: O=[C:2]([CH3:8])[CH2:3][C:4](OC)=[O:5].C[O-].[Na+].[CH3:12][NH:13][C:14]([NH2:16])=[S:15]. Product: [CH3:12][N:13]1[C:4](=[O:5])[CH:3]=[C:2]([CH3:8])[N:16]=[C:14]1[SH:15]. The catalyst class is: 5.